Task: Predict the product of the given reaction.. Dataset: Forward reaction prediction with 1.9M reactions from USPTO patents (1976-2016) (1) Given the reactants [CH:1]1([C:6]([O:8][CH2:9][O:10][C:11]2[N:16]=[C:15](/[N:17]=[CH:18]/N(C)C)[C:14]([F:22])=[CH:13][N:12]=2)=[O:7])[CH2:5][CH2:4][CH2:3][CH2:2]1.Cl.C([O-])(O)=[O:25].[Na+], predict the reaction product. The product is: [CH:1]1([C:6]([O:8][CH2:9][O:10][C:11]2[N:16]=[C:15]([NH:17][CH:18]=[O:25])[C:14]([F:22])=[CH:13][N:12]=2)=[O:7])[CH2:5][CH2:4][CH2:3][CH2:2]1. (2) The product is: [Br:40][C:39]1[N:25]2[CH:26]=[C:27]([C:34]3[CH:38]=[N:37][NH:36][CH:35]=3)[CH:28]=[C:29]([C:30]([F:33])([F:32])[F:31])[C:24]2=[N:23][C:22]=1[C:20]([N:18]1[CH2:19][CH:16]([NH:15][S:2]([CH3:1])(=[O:4])=[O:3])[CH2:17]1)=[O:21]. Given the reactants [CH3:1][S:2](Cl)(=[O:4])=[O:3].C(N(CC)C(C)C)(C)C.[NH2:15][CH:16]1[CH2:19][N:18]([C:20]([C:22]2[N:23]=[C:24]3[C:29]([C:30]([F:33])([F:32])[F:31])=[CH:28][C:27]([C:34]4[CH:35]=[N:36][NH:37][CH:38]=4)=[CH:26][N:25]3[C:39]=2[Br:40])=[O:21])[CH2:17]1.O, predict the reaction product. (3) Given the reactants BrC1[CH:3]=[C:4]2[C:8](=[CH:9]C=1)[C@@H:7]([NH:11][C:12](=[N:15][C:16]1[C:17](Cl)=[N:18][C:19]([C:23](=[O:27])[CH:24]([CH3:26])[CH3:25])=[CH:20][C:21]=1[CH3:22])[CH2:13][CH3:14])[CH2:6][CH2:5]2.[C:29]([N:48]1[C:52](B(O)O)=[N:51][N:50]=[N:49]1)(C1C=CC=CC=1)([C:36]1[CH:41]=[CH:40][CH:39]=[CH:38][CH:37]=1)[C:30]1[CH:35]=[CH:34][CH:33]=[CH:32][CH:31]=1.C1(P([C:69]2[CH:74]=[CH:73][CH:72]=[CH:71][CH:70]=2)C2C=CC=CC=2)C=CC=CC=1.C(=O)([O-])[O-].[K+].[K+].C1(P(C2CCCCC2)[C:88]2[CH:93]=[CH:92][CH:91]=[CH:90][C:89]=2[C:94]2C(OC)=CC=C[C:95]=2OC)CCCCC1, predict the reaction product. The product is: [CH2:13]([C:12]1[N:11]([C@@H:7]2[C:8]3[C:4](=[CH:3][C:94]([C:89]4[CH:90]=[CH:91][CH:92]=[CH:93][C:88]=4[C:52]4[N:48]([C:29]([C:69]5[CH:70]=[CH:71][CH:72]=[CH:73][CH:74]=5)([C:36]5[CH:37]=[CH:38][CH:39]=[CH:40][CH:41]=5)[C:30]5[CH:35]=[CH:34][CH:33]=[CH:32][CH:31]=5)[N:49]=[N:50][N:51]=4)=[CH:95][CH:9]=3)[CH2:5][CH2:6]2)[C:17]2=[N:18][C:19]([C:23](=[O:27])[CH:24]([CH3:25])[CH3:26])=[CH:20][C:21]([CH3:22])=[C:16]2[N:15]=1)[CH3:14]. (4) Given the reactants [CH2:1](O)[CH2:2][CH2:3][CH2:4][CH2:5][CH2:6][CH2:7][CH2:8][CH2:9][CH:10]=[CH2:11].C1(P(C2C=CC=CC=2)C2C=CC=CC=2)C=CC=CC=1.C1C(=O)N([Br:39])C(=O)C1, predict the reaction product. The product is: [Br:39][CH2:1][CH2:2][CH2:3][CH2:4][CH2:5][CH2:6][CH2:7][CH2:8][CH2:9][CH:10]=[CH2:11]. (5) Given the reactants [CH2:1]([O:3][C:4]([C:6]1[N:7]=[C:8]([C:18]2[CH:23]=[CH:22][C:21]([C:24]([F:27])([F:26])[F:25])=[CH:20][CH:19]=2)[O:9][C:10]=1[C:11]1[CH:16]=[CH:15][C:14]([OH:17])=[CH:13][CH:12]=1)=[O:5])[CH3:2].[S:28](O[S:28]([C:31]([F:34])([F:33])[F:32])(=[O:30])=[O:29])([C:31]([F:34])([F:33])[F:32])(=[O:30])=[O:29].C(N(CC)CC)C, predict the reaction product. The product is: [CH2:1]([O:3][C:4]([C:6]1[N:7]=[C:8]([C:18]2[CH:23]=[CH:22][C:21]([C:24]([F:26])([F:27])[F:25])=[CH:20][CH:19]=2)[O:9][C:10]=1[C:11]1[CH:12]=[CH:13][C:14]([O:17][S:28]([C:31]([F:34])([F:33])[F:32])(=[O:30])=[O:29])=[CH:15][CH:16]=1)=[O:5])[CH3:2]. (6) Given the reactants C(OC([N:8]1[CH2:13][CH2:12][CH2:11][C@H:10]([C:14]2[O:18][N:17]=[C:16]([O:19][C:20]3[CH:25]=[CH:24][CH:23]=[C:22]([F:26])[CH:21]=3)[N:15]=2)[CH2:9]1)=O)(C)(C)C.[ClH:27], predict the reaction product. The product is: [ClH:27].[F:26][C:22]1[CH:21]=[C:20]([CH:25]=[CH:24][CH:23]=1)[O:19][C:16]1[N:15]=[C:14]([C@H:10]2[CH2:11][CH2:12][CH2:13][NH:8][CH2:9]2)[O:18][N:17]=1. (7) Given the reactants [Li+].[CH3:2]C([N-]C(C)C)C.[CH2:9]([C@H:16]1[CH2:20][O:19][C:18](=[O:21])[N:17]1[C:22](=[O:27])[CH2:23][CH2:24][CH2:25]Br)[C:10]1[CH:15]=[CH:14][CH:13]=[CH:12][CH:11]=1.[N:28]([C:37]([O:39][C:40]([CH3:43])([CH3:42])[CH3:41])=[O:38])=[N:29][C:30]([O:32][C:33]([CH3:36])([CH3:35])[CH3:34])=[O:31], predict the reaction product. The product is: [C:40]([O:39][C:37]([N:28]1[CH2:2][CH2:25][CH2:24][C@@H:23]([C:22]([N:17]2[C@@H:16]([CH2:9][C:10]3[CH:15]=[CH:14][CH:13]=[CH:12][CH:11]=3)[CH2:20][O:19][C:18]2=[O:21])=[O:27])[N:29]1[C:30]([O:32][C:33]([CH3:34])([CH3:35])[CH3:36])=[O:31])=[O:38])([CH3:43])([CH3:42])[CH3:41].